Dataset: Full USPTO retrosynthesis dataset with 1.9M reactions from patents (1976-2016). Task: Predict the reactants needed to synthesize the given product. Given the product [CH3:9][C:6]1[N:7]=[CH:8][C:3]([CH2:2][NH:1][C:11]2[S:10][CH2:16][C:14](=[O:15])[N:13]=2)=[N:4][CH:5]=1, predict the reactants needed to synthesize it. The reactants are: [NH2:1][CH2:2][C:3]1[CH:8]=[N:7][C:6]([CH3:9])=[CH:5][N:4]=1.[S:10]1[CH2:16][C:14](=[O:15])[NH:13][C:11]1=S.CCN(C(C)C)C(C)C.